This data is from Forward reaction prediction with 1.9M reactions from USPTO patents (1976-2016). The task is: Predict the product of the given reaction. (1) Given the reactants Br[C:2]1[C:3]([C:16]2[CH:21]=[CH:20][CH:19]=[CH:18][CH:17]=2)=[N:4][C:5]2[C:10]([N:11]=1)=[CH:9][C:8]([C:12]([O:14][CH3:15])=[O:13])=[CH:7][CH:6]=2.[CH3:22][CH:23]1[CH2:28][CH2:27][CH2:26][CH2:25][NH:24]1.CCN(C(C)C)C(C)C, predict the reaction product. The product is: [CH3:22][CH:23]1[CH2:28][CH2:27][CH2:26][CH2:25][N:24]1[C:2]1[C:3]([C:16]2[CH:21]=[CH:20][CH:19]=[CH:18][CH:17]=2)=[N:4][C:5]2[C:10]([N:11]=1)=[CH:9][C:8]([C:12]([O:14][CH3:15])=[O:13])=[CH:7][CH:6]=2. (2) Given the reactants I[C:2]1[C:10]2[C:5](=[N:6][CH:7]=[N:8][C:9]=2[NH2:11])[N:4]([C@H:12]2[CH2:17][CH2:16][C@H:15]([N:18]3[CH2:23][CH2:22][N:21]([CH3:24])[CH2:20][CH2:19]3)[CH2:14][CH2:13]2)[N:3]=1.[O:25]([C:32]1[N:37]=[CH:36][C:35](B2OC(C)(C)C(C)(C)O2)=[CH:34][N:33]=1)[C:26]1[CH:31]=[CH:30][CH:29]=[CH:28][CH:27]=1.C(=O)([O-])[O-].[Na+].[Na+], predict the reaction product. The product is: [CH3:24][N:21]1[CH2:22][CH2:23][N:18]([C@H:15]2[CH2:16][CH2:17][C@H:12]([N:4]3[C:5]4=[N:6][CH:7]=[N:8][C:9]([NH2:11])=[C:10]4[C:2]([C:35]4[CH:34]=[N:33][C:32]([O:25][C:26]5[CH:27]=[CH:28][CH:29]=[CH:30][CH:31]=5)=[N:37][CH:36]=4)=[N:3]3)[CH2:13][CH2:14]2)[CH2:19][CH2:20]1. (3) Given the reactants Br[C:2]1[CH:7]=[CH:6][C:5]([C:8]([N:10]2[CH2:15][CH2:14][CH:13]([C:16](=[O:24])[C:17]3[CH:22]=[CH:21][C:20]([Cl:23])=[CH:19][CH:18]=3)[CH2:12][CH2:11]2)=[O:9])=[C:4]([S:25]([CH3:28])(=[O:27])=[O:26])[CH:3]=1.[O:29]1[CH2:33][CH2:32][NH:31][C:30]1=[O:34].C(=O)([O-])[O-].[K+].[K+].CNCCNC, predict the reaction product. The product is: [Cl:23][C:20]1[CH:21]=[CH:22][C:17]([C:16]([CH:13]2[CH2:14][CH2:15][N:10]([C:8]([C:5]3[CH:6]=[CH:7][C:2]([N:31]4[CH2:32][CH2:33][O:29][C:30]4=[O:34])=[CH:3][C:4]=3[S:25]([CH3:28])(=[O:27])=[O:26])=[O:9])[CH2:11][CH2:12]2)=[O:24])=[CH:18][CH:19]=1. (4) Given the reactants [N+:1]([C:4]1[CH:12]=[CH:11][C:7]([C:8](Cl)=[O:9])=[CH:6][CH:5]=1)([O-:3])=[O:2].[OH:13][C@H:14]1[C:18]2[N:19]=[CH:20][N:21]=[C:22]([N:23]3[CH2:28][CH2:27][N:26]([C:29]([O:31][C:32]([CH3:35])([CH3:34])[CH3:33])=[O:30])[CH2:25][CH2:24]3)[C:17]=2[C@H:16]([CH3:36])[CH2:15]1.C(N(CC)CC)C.C([O-])(O)=O.[Na+], predict the reaction product. The product is: [CH3:36][C@H:16]1[C:17]2[C:22]([N:23]3[CH2:28][CH2:27][N:26]([C:29]([O:31][C:32]([CH3:35])([CH3:34])[CH3:33])=[O:30])[CH2:25][CH2:24]3)=[N:21][CH:20]=[N:19][C:18]=2[C@H:14]([O:13][C:8](=[O:9])[C:7]2[CH:6]=[CH:5][C:4]([N+:1]([O-:3])=[O:2])=[CH:12][CH:11]=2)[CH2:15]1.